This data is from Forward reaction prediction with 1.9M reactions from USPTO patents (1976-2016). The task is: Predict the product of the given reaction. (1) Given the reactants [Cl:1][C:2]1[N:7]=[CH:6][C:5]([S:8][C:9]2[N:13]([C:14]3[CH:19]=[CH:18][CH:17]=[C:16]([F:20])[C:15]=3[CH3:21])[N:12]=[C:11]([C:22](OCC)=[O:23])[CH:10]=2)=[CH:4][CH:3]=1.[CH3:27][NH2:28].CO, predict the reaction product. The product is: [Cl:1][C:2]1[N:7]=[CH:6][C:5]([S:8][C:9]2[N:13]([C:14]3[CH:19]=[CH:18][CH:17]=[C:16]([F:20])[C:15]=3[CH3:21])[N:12]=[C:11]([C:22]([NH:28][CH3:27])=[O:23])[CH:10]=2)=[CH:4][CH:3]=1. (2) Given the reactants Br[C:2]1[CH:7]=[CH:6][N:5]=[C:4]2[N:8]([CH2:11][O:12][CH2:13][CH2:14][Si:15]([CH3:18])([CH3:17])[CH3:16])[CH:9]=[CH:10][C:3]=12.C(OC([N:24]1[CH:28]=[C:27](B2OC(C)(C)C(C)(C)O2)[CH:26]=[N:25]1)C)C.C(=O)([O-])[O-].[Na+].[Na+].Cl.[OH-].[Na+], predict the reaction product. The product is: [NH:24]1[CH:28]=[C:27]([C:2]2[CH:7]=[CH:6][N:5]=[C:4]3[N:8]([CH2:11][O:12][CH2:13][CH2:14][Si:15]([CH3:18])([CH3:17])[CH3:16])[CH:9]=[CH:10][C:3]=23)[CH:26]=[N:25]1.